This data is from Reaction yield outcomes from USPTO patents with 853,638 reactions. The task is: Predict the reaction yield, written as a fraction of the theoretical maximum amount of product (1.0 means a 100% yield; for example, 0.34 means a 34% yield). (1) The reactants are Br[CH2:2][C:3]1[CH:12]=[CH:11][CH:10]=[C:9]([Cl:13])[C:4]=1[C:5]([O:7][CH3:8])=[O:6].[CH2:14]([NH:16][CH2:17][CH3:18])[CH3:15].C(=O)([O-])[O-].[K+].[K+]. The catalyst is CC(C)=O. The product is [Cl:13][C:9]1[CH:10]=[CH:11][CH:12]=[C:3]([CH2:2][N:16]([CH2:17][CH3:18])[CH2:14][CH3:15])[C:4]=1[C:5]([O:7][CH3:8])=[O:6]. The yield is 0.990. (2) The reactants are [CH:1]([C:3]1[CH:8]=[C:7]([F:9])[C:6]([O:10][C:11]2[CH:16]=[CH:15][C:14]([Cl:17])=[C:13]([C:18]([F:21])([F:20])[F:19])[CH:12]=2)=[C:5]([F:22])[CH:4]=1)=[CH2:2].B1C2CCCC1CCC2.[OH-:32].[Na+].OO. The catalyst is C1COCC1. The product is [Cl:17][C:14]1[CH:15]=[CH:16][C:11]([O:10][C:6]2[C:5]([F:22])=[CH:4][C:3]([CH2:1][CH2:2][OH:32])=[CH:8][C:7]=2[F:9])=[CH:12][C:13]=1[C:18]([F:19])([F:21])[F:20]. The yield is 0.920. (3) The reactants are [N:1]([CH:4]([CH3:14])[CH2:5][NH:6][C:7](=[O:13])[O:8][C:9]([CH3:12])([CH3:11])[CH3:10])=[N+]=[N-]. The catalyst is CO.[Pd]. The product is [NH2:1][CH:4]([CH3:14])[CH2:5][NH:6][C:7](=[O:13])[O:8][C:9]([CH3:11])([CH3:10])[CH3:12]. The yield is 0.837. (4) The reactants are [C:1]([C:5]1[CH:10]=[CH:9][C:8]([NH:11][C:12]([NH:14][CH2:15][CH2:16][CH2:17][OH:18])=[O:13])=[CH:7][CH:6]=1)([CH3:4])([CH3:3])[CH3:2]. The catalyst is CC(=O)OCC. The product is [C:1]([C:5]1[CH:10]=[CH:9][C:8]([NH:11][C:12]([NH:14][CH2:15][CH2:16][CH:17]=[O:18])=[O:13])=[CH:7][CH:6]=1)([CH3:4])([CH3:2])[CH3:3]. The yield is 1.00. (5) The reactants are FC1C=C(C2C=C([CH2:20][O:21][S:22]([CH3:25])(=[O:24])=[O:23])C(=O)N(CC(C)C)N=2)C=CC=1C.O[C:27]1[C:28](=[O:48])[N:29]([CH2:44][CH:45]([CH3:47])[CH3:46])[N:30]=[C:31]([C:34]2[CH:39]=[CH:38][C:37]([C:40]([F:43])([F:42])[F:41])=[CH:36][CH:35]=2)[C:32]=1C. No catalyst specified. The product is [CH2:44]([N:29]1[C:28](=[O:48])[C:27]([CH2:20][O:21][S:22]([CH3:25])(=[O:24])=[O:23])=[CH:32][C:31]([C:34]2[CH:35]=[CH:36][C:37]([C:40]([F:42])([F:41])[F:43])=[CH:38][CH:39]=2)=[N:30]1)[CH:45]([CH3:46])[CH3:47]. The yield is 0.899. (6) The reactants are [F:1][CH:2]([CH2:15][O:16][C:17]1[CH:22]=[CH:21][CH:20]=[C:19]([C:23]([F:26])([F:25])[F:24])[CH:18]=1)[CH2:3][CH2:4][CH:5]1[CH:12]2[CH:8]([O:9][C:10](=[O:13])[CH2:11]2)[CH2:7][CH:6]1[OH:14].[O:27]1[CH:32]=[CH:31][CH2:30][CH2:29][CH2:28]1.O.C1(C)C=CC(S(O)(=O)=O)=CC=1.C(=O)(O)[O-].[Na+]. The catalyst is C(Cl)Cl.CCN(CC)CC. The product is [F:1][CH:2]([CH2:15][O:16][C:17]1[CH:22]=[CH:21][CH:20]=[C:19]([C:23]([F:26])([F:24])[F:25])[CH:18]=1)[CH2:3][CH2:4][CH:5]1[CH:12]2[CH:8]([O:9][C:10](=[O:13])[CH2:11]2)[CH2:7][CH:6]1[O:14][CH:28]1[CH2:29][CH2:30][CH2:31][CH2:32][O:27]1. The yield is 0.950. (7) The reactants are [CH3:1][O:2][C:3]([C:5]1[C:9]([C:10]([O:12][CH3:13])=[O:11])=[C:8]([C:14]([O:16][CH3:17])=[O:15])[NH:7][N:6]=1)=[O:4].N1C=CC=N1.[H-].[Na+].[C:25](Cl)([C:38]1[CH:43]=[CH:42][CH:41]=[CH:40][CH:39]=1)([C:32]1[CH:37]=[CH:36][CH:35]=[CH:34][CH:33]=1)[C:26]1[CH:31]=[CH:30][CH:29]=[CH:28][CH:27]=1. The catalyst is CN(C)C=O. The product is [C:25]([N:7]1[C:8]([C:14]([O:16][CH3:17])=[O:15])=[C:9]([C:10]([O:12][CH3:13])=[O:11])[C:5]([C:3]([O:2][CH3:1])=[O:4])=[N:6]1)([C:26]1[CH:31]=[CH:30][CH:29]=[CH:28][CH:27]=1)([C:38]1[CH:39]=[CH:40][CH:41]=[CH:42][CH:43]=1)[C:32]1[CH:33]=[CH:34][CH:35]=[CH:36][CH:37]=1. The yield is 0.900. (8) The reactants are Br[C:2]1[CH:7]=[CH:6][C:5]([C:8]2([CH2:11][CH2:12][CH2:13][CH3:14])[CH2:10][CH2:9]2)=[CH:4][CH:3]=1.C([Li])CCC.CCCCCC.CN(C)[CH:28]=[O:29].[Cl-].[NH4+]. The catalyst is O1CCCC1. The product is [CH2:11]([C:8]1([C:5]2[CH:6]=[CH:7][C:2]([CH:28]=[O:29])=[CH:3][CH:4]=2)[CH2:10][CH2:9]1)[CH2:12][CH2:13][CH3:14]. The yield is 0.890.